Dataset: Experimentally validated miRNA-target interactions with 360,000+ pairs, plus equal number of negative samples. Task: Binary Classification. Given a miRNA mature sequence and a target amino acid sequence, predict their likelihood of interaction. (1) The miRNA is hsa-miR-130a-3p with sequence CAGUGCAAUGUUAAAAGGGCAU. The protein sequence of the target gene is MSLMVSAGRGLGAVWSPTHVQVTVLQARGLRAKGPGGTSDAYAVIQVGKEKYATSVSERSLGAPVWREEATFELPSLLSSGPAAAATLQLTVLHRALLGLDKFLGRAEVDLRDLHRDQGRRKTQWYKLKSKPGKKDKERGEIEVDIQFMRNNMTASMFDLSMKDKSRNPFGKLKDKIKGKNKDSGSDTASAIIPSTTPSVDSDDESVVKDKKKKSKIKTLLSKSNLQKTPLSQSMSVLPTSKPEKVLLRPGDFQSQWDEDDNEDESSSASDVMSHKRTASTDLKQLNQVNFTLPKKEGLS.... Result: 1 (interaction). (2) The miRNA is hsa-miR-335-5p with sequence UCAAGAGCAAUAACGAAAAAUGU. The protein sequence of the target gene is MGKLVALVLLGVGLSLVGEMFLAFRERVNASREVEPVEPENCHLIEELESGSEDIDILPSGLAFISSGLKYPGMPNFAPDEPGKIFLMDLNEQNPRAQALEISGGFDKELFNPHGISIFIDKDNTVYLYVVNHPHMKSTVEIFKFEEQQRSLVYLKTIKHELLKSVNDIVVLGPEQFYATRDHYFTNSLLSFFEMILDLRWTYVLFYSPREVKVVAKGFCSANGITVSADQKYVYVADVAAKNIHIMEKHDNWDLTQLKVIQLGTLVDNLTVDPATGDILAGCHPNPMKLLNYNPEDPPG.... Result: 1 (interaction). (3) The miRNA is hsa-miR-569 with sequence AGUUAAUGAAUCCUGGAAAGU. The protein sequence of the target gene is MVTRAGAGTAVAGAVVVALLSAALALYGPPLDAVLERAFSLRKAHSIKDMENTLQLVRNIIPPLSSTKHKGQDGRIGVVGGCQEYTGAPYFAAISALKVGADLSHVFCASAAAPVIKAYSPELIVHPVLDSPNAVHEVEKWLPRLHALVVGPGLGRDDALLRNVQGILEVSKARDIPVVIDADGLWLVAQQPALIHGYRKAVLTPNHVEFSRLYDAVLRGPMDSDDSHGSVLRLSQALGNVTVVQKGERDILSNGQQVLVCSQEGSSRRCGGQGDLLSGSLGVLVHWALLAGPQKTNGSS.... Result: 1 (interaction).